From a dataset of Full USPTO retrosynthesis dataset with 1.9M reactions from patents (1976-2016). Predict the reactants needed to synthesize the given product. (1) Given the product [C:33]([O:36][CH2:37][C:38]([N:25]1[CH2:24][CH2:23][CH:22]([CH:20]2[O:19][N:18]=[C:17]([C:15]3[CH:16]=[C:11]([C:9](=[O:10])[NH:8][CH2:7][C:6]4[CH:29]=[CH:30][C:3]([F:2])=[C:4]([O:31][CH3:32])[CH:5]=4)[N:12]=[C:13]([CH3:28])[N:14]=3)[CH2:21]2)[CH2:27][CH2:26]1)=[O:39])(=[O:35])[CH3:34], predict the reactants needed to synthesize it. The reactants are: Cl.[F:2][C:3]1[CH:30]=[CH:29][C:6]([CH2:7][NH:8][C:9]([C:11]2[CH:16]=[C:15]([C:17]3[CH2:21][CH:20]([CH:22]4[CH2:27][CH2:26][NH:25][CH2:24][CH2:23]4)[O:19][N:18]=3)[N:14]=[C:13]([CH3:28])[N:12]=2)=[O:10])=[CH:5][C:4]=1[O:31][CH3:32].[C:33]([O:36][CH2:37][C:38](Cl)=[O:39])(=[O:35])[CH3:34]. (2) Given the product [Br:6][C:7]1[CH:12]=[CH:11][C:10]([F:13])=[C:9]([C:28]23[CH2:29][N:30]([C:32]([O:34][CH2:35][C:36]4[CH:41]=[CH:40][CH:39]=[CH:38][CH:37]=4)=[O:33])[CH2:31][CH:27]2[CH2:26][O:25][NH:24]3)[CH:8]=1, predict the reactants needed to synthesize it. The reactants are: C([Li])CCC.[Br:6][C:7]1[CH:12]=[CH:11][C:10]([F:13])=[C:9](I)[CH:8]=1.B(F)(F)F.CCOCC.[N:24]1[O:25][CH2:26][CH:27]2[CH2:31][N:30]([C:32]([O:34][CH2:35][C:36]3[CH:41]=[CH:40][CH:39]=[CH:38][CH:37]=3)=[O:33])[CH2:29][C:28]=12. (3) Given the product [Br:30][C:31]1[C:32]([N:7]2[CH2:6][CH2:5][N:4]([C:8]3[NH:12][C:11]4[C:13]([C:21]5[CH:26]=[C:25]([F:27])[C:24]([F:28])=[C:23]([F:29])[CH:22]=5)=[CH:14][C:15]([C:17]([F:18])([F:19])[F:20])=[CH:16][C:10]=4[N:9]=3)[CH2:3][C@@H:2]2[CH3:1])=[N:33][CH:34]=[CH:35][CH:36]=1, predict the reactants needed to synthesize it. The reactants are: [CH3:1][C@@H:2]1[NH:7][CH2:6][CH2:5][N:4]([C:8]2[NH:12][C:11]3[C:13]([C:21]4[CH:26]=[C:25]([F:27])[C:24]([F:28])=[C:23]([F:29])[CH:22]=4)=[CH:14][C:15]([C:17]([F:20])([F:19])[F:18])=[CH:16][C:10]=3[N:9]=2)[CH2:3]1.[Br:30][C:31]1[C:32](Cl)=[N:33][CH:34]=[CH:35][CH:36]=1. (4) Given the product [CH2:17]([C:14]1[CH:13]=[N:12][C:11]([N:40]2[CH2:41][CH2:42][CH:37]([CH:35]3[CH2:34][C:33]4[CH:43]=[C:29]([C:26]5[CH:27]=[CH:28][C:23]([S:20]([CH3:19])(=[O:22])=[O:21])=[CH:24][CH:25]=5)[CH:30]=[CH:31][C:32]=4[O:36]3)[CH2:38][CH2:39]2)=[N:16][CH:15]=1)[CH3:18], predict the reactants needed to synthesize it. The reactants are: C(N(C(C)C)C(C)C)C.Cl[C:11]1[N:16]=[CH:15][C:14]([CH2:17][CH3:18])=[CH:13][N:12]=1.[CH3:19][S:20]([C:23]1[CH:28]=[CH:27][C:26]([C:29]2[CH:30]=[CH:31][C:32]3[O:36][CH:35]([CH:37]4[CH2:42][CH2:41][NH:40][CH2:39][CH2:38]4)[CH2:34][C:33]=3[CH:43]=2)=[CH:25][CH:24]=1)(=[O:22])=[O:21].ClCCl. (5) Given the product [Cl:1][C:2]1[CH:10]=[CH:9][C:8]([C:11]2[N:12]([C:22]([O:24][C:25]([CH3:28])([CH3:27])[CH3:26])=[O:23])[C:13]3[C:18]([CH:19]=2)=[CH:17][C:16]([CH2:20][NH:30][CH2:31][C:32]2[CH:37]=[CH:36][CH:35]=[CH:34][N:33]=2)=[CH:15][CH:14]=3)=[C:7]2[C:3]=1[CH2:4][NH:5][C:6]2=[O:29], predict the reactants needed to synthesize it. The reactants are: [Cl:1][C:2]1[CH:10]=[CH:9][C:8]([C:11]2[N:12]([C:22]([O:24][C:25]([CH3:28])([CH3:27])[CH3:26])=[O:23])[C:13]3[C:18]([CH:19]=2)=[CH:17][C:16]([CH:20]=O)=[CH:15][CH:14]=3)=[C:7]2[C:3]=1[CH2:4][NH:5][C:6]2=[O:29].[NH2:30][CH2:31][C:32]1[CH:37]=[CH:36][CH:35]=[CH:34][N:33]=1.C(O[BH-](OC(=O)C)OC(=O)C)(=O)C.[Na+]. (6) Given the product [Cl:8][C:4]1[CH:3]=[C:2]([CH:9]2[CH2:11][CH2:10]2)[CH:7]=[CH:6][N:5]=1, predict the reactants needed to synthesize it. The reactants are: Br[C:2]1[CH:7]=[CH:6][N:5]=[C:4]([Cl:8])[CH:3]=1.[CH:9]1(B(O)O)[CH2:11][CH2:10]1.C(=O)([O-])[O-].[Na+].[Na+].